This data is from hERG Central: cardiac toxicity at 1µM, 10µM, and general inhibition. The task is: Predict hERG channel inhibition at various concentrations. (1) The molecule is c1ccc(C[C@H]2CN=C(Nc3ccccc3)N2CC2CCC2)cc1. Results: hERG_inhib (hERG inhibition (general)): blocker. (2) The compound is CC(=O)Nc1ccc(S(=O)(=O)N2CCCN(S(=O)(=O)c3ccc(C)cc3)CC2)cc1. Results: hERG_inhib (hERG inhibition (general)): blocker. (3) The molecule is CCCCCCNC(=O)CCc1nc2cccnc2n1Cc1ccc(OC)cc1. Results: hERG_inhib (hERG inhibition (general)): blocker. (4) The drug is CCN(C(=O)COC(=O)c1cccnc1Nc1cccc(C(F)(F)F)c1)C1CCS(=O)(=O)C1. Results: hERG_inhib (hERG inhibition (general)): blocker. (5) The molecule is Cl.Clc1ccc(CN2C3=NCCCN3c3ccccc32)cc1. Results: hERG_inhib (hERG inhibition (general)): blocker. (6) The drug is COc1ccc(CCN(C)CC(O)COC(c2ccc(F)cc2)c2ccc(F)cc2)cc1OC. Results: hERG_inhib (hERG inhibition (general)): blocker.